This data is from Forward reaction prediction with 1.9M reactions from USPTO patents (1976-2016). The task is: Predict the product of the given reaction. Given the reactants Cl.Cl.[NH2:3][CH2:4][C:5]1[CH:10]=[CH:9][CH:8]=[CH:7][C:6]=1[CH2:11][C:12]([N:14]([CH3:28])[C@@H:15]([C:22]1[CH:27]=[CH:26][CH:25]=[CH:24][CH:23]=1)[CH2:16][N:17]1[CH2:21][CH2:20][CH2:19][CH2:18]1)=[O:13].C(N(CC)CC)C.[CH3:36][S:37](Cl)(=[O:39])=[O:38], predict the reaction product. The product is: [CH3:36][S:37]([NH:3][CH2:4][C:5]1[CH:10]=[CH:9][CH:8]=[CH:7][C:6]=1[CH2:11][C:12]([N:14]([CH3:28])[C@@H:15]([C:22]1[CH:27]=[CH:26][CH:25]=[CH:24][CH:23]=1)[CH2:16][N:17]1[CH2:21][CH2:20][CH2:19][CH2:18]1)=[O:13])(=[O:39])=[O:38].